From a dataset of Reaction yield outcomes from USPTO patents with 853,638 reactions. Predict the reaction yield, written as a fraction of the theoretical maximum amount of product (1.0 means a 100% yield; for example, 0.34 means a 34% yield). (1) The reactants are [CH3:1][C:2]1[N:6]([CH2:7][CH:8]([OH:10])[CH3:9])[N:5]=[C:4]([N+:11]([O-:13])=[O:12])[CH:3]=1.C(N(CC)CC)C.CN(C1C=CC=CN=1)C.[C:30](OC(=O)C)(=[O:32])[CH3:31]. The catalyst is C(Cl)Cl.O. The product is [CH3:9][CH:8]([O:10][C:30](=[O:32])[CH3:31])[CH2:7][N:6]1[C:2]([CH3:1])=[CH:3][C:4]([N+:11]([O-:13])=[O:12])=[N:5]1. The yield is 0.750. (2) The reactants are [Cl:1][C:2]1[CH:3]=[C:4]([C:8]2[C:12]([CH2:13][O:14][C:15]3[CH:23]=[CH:22][C:18]([C:19]([OH:21])=O)=[CH:17][N:16]=3)=[C:11]([CH3:24])[O:10][N:9]=2)[CH:5]=[CH:6][CH:7]=1.F[B-](F)(F)F.N1(OC(N(C)C)=[N+](C)C)C2C=CC=CC=2N=N1.C(N(CC)C(C)C)(C)C.[F:56][C:57]([F:61])([F:60])[CH2:58][NH2:59]. The catalyst is CN(C=O)C. The product is [Cl:1][C:2]1[CH:3]=[C:4]([C:8]2[C:12]([CH2:13][O:14][C:15]3[CH:23]=[CH:22][C:18]([C:19]([NH:59][CH2:58][C:57]([F:61])([F:60])[F:56])=[O:21])=[CH:17][N:16]=3)=[C:11]([CH3:24])[O:10][N:9]=2)[CH:5]=[CH:6][CH:7]=1. The yield is 0.350. (3) The product is [OH:68][CH:67]([C:65]1[N:64]=[CH:63][N:62]([C:43]([C:44]2[CH:49]=[CH:48][CH:47]=[CH:46][CH:45]=2)([C:50]2[CH:51]=[CH:52][CH:53]=[CH:54][CH:55]=2)[C:56]2[CH:61]=[CH:60][CH:59]=[CH:58][CH:57]=2)[CH:66]=1)[C:2]1[CH:3]=[C:4]2[C:9](=[CH:10][CH:11]=1)[CH:8]=[C:7]([C:12]([NH:14][CH3:15])=[O:13])[CH:6]=[CH:5]2. The yield is 0.710. The catalyst is O1CCCC1. The reactants are Br[C:2]1[CH:3]=[C:4]2[C:9](=[CH:10][CH:11]=1)[CH:8]=[C:7]([C:12]([NH:14][CH3:15])=[O:13])[CH:6]=[CH:5]2.CCCCCCC.C([Mg]CCCC)CCC.CCCCCC.C([Li])CCC.[C:43]([N:62]1[CH:66]=[C:65]([CH:67]=[O:68])[N:64]=[CH:63]1)([C:56]1[CH:61]=[CH:60][CH:59]=[CH:58][CH:57]=1)([C:50]1[CH:55]=[CH:54][CH:53]=[CH:52][CH:51]=1)[C:44]1[CH:49]=[CH:48][CH:47]=[CH:46][CH:45]=1.[Cl-].[NH4+]. (4) The reactants are [F:1][C:2]1[CH:3]=[CH:4][C:5]2[C:9]([CH:10]3[CH2:15][CH2:14][N:13]([CH2:16][CH2:17][CH2:18][N:19]4[C:27]5[CH2:26][CH2:25][N:24]([S:28]([CH3:31])(=[O:30])=[O:29])[CH2:23][C:22]=5[C:21]([C:32]5[CH:37]=[CH:36][C:35]([C:38]([F:41])([F:40])[F:39])=[CH:34][CH:33]=5)=[N:20]4)[CH2:12][CH2:11]3)=[C:8]([C:42]([OH:44])=O)[S:7][C:6]=2[CH:45]=1.CN(C(ON1N=NC2C=CC=CC1=2)=[N+](C)C)C.F[P-](F)(F)(F)(F)F.CCN(C(C)C)C(C)C.[NH2:79][CH2:80][CH2:81][N:82]1[CH2:87][CH2:86][O:85][CH2:84][CH2:83]1. The catalyst is CN(C=O)C. The product is [N:82]1([CH2:81][CH2:80][NH:79][C:42]([C:8]2[S:7][C:6]3[CH:45]=[C:2]([F:1])[CH:3]=[CH:4][C:5]=3[C:9]=2[CH:10]2[CH2:11][CH2:12][N:13]([CH2:16][CH2:17][CH2:18][N:19]3[C:27]4[CH2:26][CH2:25][N:24]([S:28]([CH3:31])(=[O:29])=[O:30])[CH2:23][C:22]=4[C:21]([C:32]4[CH:37]=[CH:36][C:35]([C:38]([F:41])([F:39])[F:40])=[CH:34][CH:33]=4)=[N:20]3)[CH2:14][CH2:15]2)=[O:44])[CH2:87][CH2:86][O:85][CH2:84][CH2:83]1. The yield is 0.650. (5) The reactants are C[O:2][C:3](=[O:20])[C:4]1[CH:9]=[CH:8][C:7](Cl)=[N:6][C:5]=1[NH:11][C:12]1[CH:17]=[CH:16][C:15]([Br:18])=[CH:14][C:13]=1[F:19].BrC1C=CC(NC2N=C(Cl)C=CC=2C(O)=[O:32])=C(F)C=1.C[Si](C=[N+]=[N-])(C)C. The catalyst is CO.C1C=CC=CC=1. The product is [Br:18][C:15]1[CH:16]=[CH:17][C:12]([NH:11][C:5]2[NH:6][C:7](=[O:32])[CH:8]=[CH:9][C:4]=2[C:3]([OH:2])=[O:20])=[C:13]([F:19])[CH:14]=1. The yield is 0.930. (6) The reactants are Cl[C:2]1[C:7]([CH:8]=[O:9])=[C:6]([NH:10][C:11]2[CH:16]=[CH:15][CH:14]=[CH:13][C:12]=2[Cl:17])[N:5]=[C:4]([S:18][CH3:19])[N:3]=1.[H-].[Na+].[C:22]1([OH:28])[CH:27]=[CH:26][CH:25]=[CH:24][CH:23]=1. The catalyst is CS(C)=O. The product is [Cl:17][C:12]1[CH:13]=[CH:14][CH:15]=[CH:16][C:11]=1[NH:10][C:6]1[C:7]([CH:8]=[O:9])=[C:2]([O:28][C:22]2[CH:27]=[CH:26][CH:25]=[CH:24][CH:23]=2)[N:3]=[C:4]([S:18][CH3:19])[N:5]=1. The yield is 0.450. (7) The yield is 0.350. The product is [NH2:28][C:27]1[S:26][C:5]2[N:6]=[C:7]([NH:10][C:11]3[CH:12]=[C:13]([NH:18][C:19](=[O:25])[O:20][C:21]([CH3:24])([CH3:23])[CH3:22])[CH:14]=[CH:15][C:16]=3[CH3:17])[N:8]=[CH:9][C:4]=2[N:1]=1. The reactants are [N+:1]([C:4]1[C:5]([S:26][C:27]#[N:28])=[N:6][C:7]([NH:10][C:11]2[CH:12]=[C:13]([NH:18][C:19](=[O:25])[O:20][C:21]([CH3:24])([CH3:23])[CH3:22])[CH:14]=[CH:15][C:16]=2[CH3:17])=[N:8][CH:9]=1)([O-])=O.CN1CCCC1=O.[Cl-].[Ca+2].[Cl-]. The catalyst is C(O)C. (8) The reactants are [Br:1][C:2]1[CH:11]=[CH:10][C:9]2[NH:8]C(=O)[N:6]3[N:13]=[CH:14][N:15]=[C:5]3[C:4]=2[CH:3]=1.[OH-].[Na+]. The yield is 0.870. The catalyst is C(O)CO. The product is [Br:1][C:2]1[CH:11]=[CH:10][C:9]([NH2:8])=[C:4]([C:5]2[NH:6][N:13]=[CH:14][N:15]=2)[CH:3]=1. (9) The reactants are [Br:1][C:2]1[CH:8]=[CH:7][CH:6]=[CH:5][C:3]=1[NH2:4].[C:9]1([C:15]2[C:16]([O:18][C:19](=[O:27])[C:20]=2[C:21]2[CH:26]=[CH:25][CH:24]=[CH:23][CH:22]=2)=[O:17])[CH:14]=[CH:13][CH:12]=[CH:11][CH:10]=1. The catalyst is C(Cl)Cl. The product is [Br:1][C:2]1[CH:8]=[CH:7][CH:6]=[CH:5][C:3]=1[NH:4][C:19]1([OH:27])[O:18][C:16](=[O:17])[CH:15]([C:9]2[CH:14]=[CH:13][CH:12]=[CH:11][CH:10]=2)[CH:20]1[C:21]1[CH:26]=[CH:25][CH:24]=[CH:23][CH:22]=1. The yield is 0.400. (10) The reactants are [Cl:1][C:2]1[N:3]=[N:4][C:5]([Cl:9])=[CH:6][C:7]=1Cl.[NH:10]1[CH2:15][CH2:14][CH:13]([CH2:16][OH:17])[CH2:12][CH2:11]1.CCN(CC)CC. The catalyst is CS(C)=O.O. The product is [Cl:1][C:2]1[N:3]=[N:4][C:5]([Cl:9])=[CH:6][C:7]=1[N:10]1[CH2:15][CH2:14][CH:13]([CH2:16][OH:17])[CH2:12][CH2:11]1. The yield is 0.760.